From a dataset of TCR-epitope binding with 47,182 pairs between 192 epitopes and 23,139 TCRs. Binary Classification. Given a T-cell receptor sequence (or CDR3 region) and an epitope sequence, predict whether binding occurs between them. (1) The TCR CDR3 sequence is CASSGNSFSAFF. Result: 1 (the TCR binds to the epitope). The epitope is KRWIILGLNK. (2) The epitope is VTIAEILLI. The TCR CDR3 sequence is CASSPQPYNSPLHF. Result: 1 (the TCR binds to the epitope). (3) The epitope is FLYALALLL. The TCR CDR3 sequence is CASGSQGYGRAQHF. Result: 0 (the TCR does not bind to the epitope). (4) The epitope is LVLSVNPYV. The TCR CDR3 sequence is CSVQGGGYNEQYF. Result: 0 (the TCR does not bind to the epitope). (5) The epitope is FPRPWLHGL. The TCR CDR3 sequence is CANSIKGYNEQFF. Result: 1 (the TCR binds to the epitope). (6) The epitope is FPPTSFGPL. The TCR CDR3 sequence is CASSLFASSYEQYF. Result: 1 (the TCR binds to the epitope).